From a dataset of Forward reaction prediction with 1.9M reactions from USPTO patents (1976-2016). Predict the product of the given reaction. (1) Given the reactants [NH2:1][C:2]1[CH:3]=[CH:4][CH:5]=[C:6]2[C:11]=1[CH:10]=[N:9][C:8]([NH:12][C:13]1[N:14]=[CH:15][C:16]([C:19]#[N:20])=[N:17][CH:18]=1)=[CH:7]2.[CH3:21][O:22][CH2:23][CH2:24][C:25](O)=[O:26].O.ON1C2C=CC=CC=2N=N1.C(N(C(C)C)CC)(C)C.Cl.C(N=C=NCCCN(C)C)C, predict the reaction product. The product is: [C:19]([C:16]1[N:17]=[CH:18][C:13]([NH:12][C:8]2[N:9]=[CH:10][C:11]3[C:6]([CH:7]=2)=[CH:5][CH:4]=[CH:3][C:2]=3[NH:1][C:25](=[O:26])[CH2:24][CH2:23][O:22][CH3:21])=[N:14][CH:15]=1)#[N:20]. (2) Given the reactants [CH2:1]([O:3][C:4](=[O:20])[C:5]1[CH:10]=[CH:9][C:8]([N:11]=[CH:12][C:13]2[CH:14]=[N:15][CH:16]=[C:17]([Br:19])[CH:18]=2)=[CH:7][CH:6]=1)[CH3:2].O.[O-]S(C(F)(F)F)(=O)=O.[Yb+3].[O-]S(C(F)(F)F)(=O)=O.[O-]S(C(F)(F)F)(=O)=O.[CH:47](=[O:51])[CH:48]([CH3:50])[CH3:49].O, predict the reaction product. The product is: [CH2:1]([O:3][C:4]([C:5]1[CH:10]=[C:9]2[C:8](=[CH:7][CH:6]=1)[NH:11][CH:12]([C:13]1[CH:14]=[N:15][CH:16]=[C:17]([Br:19])[CH:18]=1)[C:48]([CH3:50])([CH3:49])[CH:47]2[OH:51])=[O:20])[CH3:2]. (3) Given the reactants CCN(C(C)C)C(C)C.CO[C:12]1[CH:21]=[C:20]2[C:15]([CH:16]=[C:17]([C:23]([OH:25])=O)[C:18](=[O:22])[O:19]2)=[CH:14][CH:13]=1.CN([C:29]([O:33]N1N=NC2C=CC=NC1=2)=[N+](C)C)C.F[P-](F)(F)(F)(F)F.[NH2:50][C:51]1[CH:56]=[CH:55][CH:54]=[CH:53][CH:52]=1, predict the reaction product. The product is: [C:51]1([NH:50][C:23]([C:17]2[C:18](=[O:22])[O:19][C:20]3[C:15]([CH:16]=2)=[CH:14][CH:13]=[CH:12][C:21]=3[O:33][CH3:29])=[O:25])[CH:56]=[CH:55][CH:54]=[CH:53][CH:52]=1. (4) Given the reactants Cl[CH2:2][C:3]1[CH:7]=[C:6]([CH3:8])[O:5][N:4]=1.[C-:9]#[N:10].[Na+], predict the reaction product. The product is: [CH3:8][C:6]1[O:5][N:4]=[C:3]([CH2:2][C:9]#[N:10])[CH:7]=1. (5) Given the reactants [CH2:1]([N:12]([CH2:17][C:18]([OH:20])=[O:19])[CH2:13][C:14]([OH:16])=[O:15])[CH2:2][N:3]([CH2:8][C:9]([OH:11])=[O:10])[CH2:4][C:5]([OH:7])=[O:6].O.N.[O-2].[Eu+3:24].[O-2].[O-2].[Eu+3], predict the reaction product. The product is: [Eu:24].[CH2:2]([N:3]([CH2:8][C:9]([OH:11])=[O:10])[CH2:4][C:5]([OH:7])=[O:6])[CH2:1][N:12]([CH2:17][C:18]([OH:20])=[O:19])[CH2:13][C:14]([OH:16])=[O:15].